From a dataset of Full USPTO retrosynthesis dataset with 1.9M reactions from patents (1976-2016). Predict the reactants needed to synthesize the given product. Given the product [CH:3]12[CH2:8][CH2:7][CH:6]([CH2:9][CH2:10]1)[CH2:5][CH:4]2[C:11]([OH:13])=[O:12], predict the reactants needed to synthesize it. The reactants are: [OH-].[Na+].[CH:3]12[CH2:10][CH2:9][CH:6]([CH2:7][CH2:8]1)[CH2:5][CH:4]2[C:11]([O:13]C)=[O:12].